This data is from Catalyst prediction with 721,799 reactions and 888 catalyst types from USPTO. The task is: Predict which catalyst facilitates the given reaction. The catalyst class is: 2. Product: [Cl:21][CH2:22][C:23]([N:16]1[CH2:15][CH2:14][CH:13]([S:10]([C:6]2[CH:7]=[CH:8][CH:9]=[C:4]([C:3]([F:2])([F:19])[F:20])[CH:5]=2)(=[O:12])=[O:11])[CH2:18][CH2:17]1)=[O:24]. Reactant: Cl.[F:2][C:3]([F:20])([F:19])[C:4]1[CH:5]=[C:6]([S:10]([CH:13]2[CH2:18][CH2:17][NH:16][CH2:15][CH2:14]2)(=[O:12])=[O:11])[CH:7]=[CH:8][CH:9]=1.[Cl:21][CH2:22][C:23](Cl)=[O:24].